Dataset: Peptide-MHC class II binding affinity with 134,281 pairs from IEDB. Task: Regression. Given a peptide amino acid sequence and an MHC pseudo amino acid sequence, predict their binding affinity value. This is MHC class II binding data. The peptide sequence is IAATAANAAPTNDKF. The MHC is DRB4_0101 with pseudo-sequence DRB4_0103. The binding affinity (normalized) is 0.167.